From a dataset of Aqueous solubility values for 9,982 compounds from the AqSolDB database. Regression/Classification. Given a drug SMILES string, predict its absorption, distribution, metabolism, or excretion properties. Task type varies by dataset: regression for continuous measurements (e.g., permeability, clearance, half-life) or binary classification for categorical outcomes (e.g., BBB penetration, CYP inhibition). For this dataset (solubility_aqsoldb), we predict Y. The molecule is Cc1ccc([N+](=O)[O-])cc1C. The Y is -3.18 log mol/L.